From a dataset of Forward reaction prediction with 1.9M reactions from USPTO patents (1976-2016). Predict the product of the given reaction. (1) Given the reactants [CH2:1]([O:4][C:5]1([CH3:47])[CH2:10][CH2:9][N:8]([C:11]2[N:16]3[N:17]=[C:18]([N:20]4[CH:24]=[C:23]([CH2:25][C:26]5[CH:31]=[CH:30][CH:29]=[CH:28][C:27]=5[O:32][CH2:33]C=C)[CH:22]=[N:21]4)[CH:19]=[C:15]3[N:14]=[C:13]([CH3:36])[C:12]=2[C@H:37]([O:42][C:43]([CH3:46])([CH3:45])[CH3:44])[C:38]([O:40][CH3:41])=[O:39])[CH2:7][CH2:6]1)[CH:2]=[CH2:3], predict the reaction product. The product is: [C:43]([O:42][C@@H:37]([C:12]1[C:13]([CH3:36])=[N:14][C:15]2=[CH:19][C:18]3=[N:17][N:16]2[C:11]=1[N:8]1[CH2:7][CH2:6][C:5]([CH3:47])([O:4][CH2:1][CH:2]=[CH:3][CH2:33][O:32][C:27]2[CH:28]=[CH:29][CH:30]=[CH:31][C:26]=2[CH2:25][C:23]2[CH:22]=[N:21][N:20]3[CH:24]=2)[CH2:10][CH2:9]1)[C:38]([O:40][CH3:41])=[O:39])([CH3:46])([CH3:45])[CH3:44]. (2) Given the reactants [OH-].[K+].[Cl:3][C:4]1[C:19](F)=[CH:18][C:7]([O:8][CH2:9][C:10]2([CH3:17])[CH2:14][O:13][C:12]([CH3:16])([CH3:15])[O:11]2)=[C:6]([N+:21]([O-:23])=[O:22])[CH:5]=1.C(O)(=[O:26])C.CCCCCC, predict the reaction product. The product is: [Cl:3][C:4]1[CH:5]=[C:6]([N+:21]([O-:23])=[O:22])[C:7]([O:8][CH2:9][C:10]2([CH3:17])[CH2:14][O:13][C:12]([CH3:16])([CH3:15])[O:11]2)=[CH:18][C:19]=1[OH:26].